Dataset: Reaction yield outcomes from USPTO patents with 853,638 reactions. Task: Predict the reaction yield, written as a fraction of the theoretical maximum amount of product (1.0 means a 100% yield; for example, 0.34 means a 34% yield). (1) The reactants are [C:1]([C:3]1[CH:8]=[CH:7][C:6]([C:9]2([NH:12][CH2:13][CH2:14][CH3:15])[CH2:11][CH2:10]2)=[CH:5][CH:4]=1)#[CH:2].[CH2:16]([O:18][C:19](=[O:27])[C:20]1[CH:25]=[CH:24][C:23](I)=[CH:22][CH:21]=1)[CH3:17]. The yield is 0.610. The product is [CH2:13]([NH:12][C:9]1([C:6]2[CH:7]=[CH:8][C:3]([C:1]#[C:2][C:23]3[CH:24]=[CH:25][C:20]([C:19]([O:18][CH2:16][CH3:17])=[O:27])=[CH:21][CH:22]=3)=[CH:4][CH:5]=2)[CH2:10][CH2:11]1)[CH2:14][CH3:15]. The catalyst is C(N(CC)CC)C.[Cu]I.Cl[Pd](Cl)([P](C1C=CC=CC=1)(C1C=CC=CC=1)C1C=CC=CC=1)[P](C1C=CC=CC=1)(C1C=CC=CC=1)C1C=CC=CC=1. (2) The reactants are [CH3:1][N:2]1[CH:6]=[C:5]([CH:7]=O)[CH:4]=[N:3]1.[NH:9]1[CH:13]=[CH:12][CH:11]=[CH:10]1. The catalyst is C(O)(=O)CC. The product is [CH3:1][N:2]1[CH:6]=[C:5]([C:7]2[C:13]3[NH:9][C:10]([C:7]([C:5]4[CH:4]=[N:3][N:2]([CH3:1])[CH:6]=4)=[C:10]4[N:9]=[C:13]([C:7]([C:5]5[CH:4]=[N:3][N:2]([CH3:1])[CH:6]=5)=[C:10]5[NH:9][C:13](=[C:7]([C:5]6[CH:4]=[N:3][N:2]([CH3:1])[CH:6]=6)[C:10]6[CH:11]=[CH:12][C:13]=2[N:9]=6)[CH:12]=[CH:11]5)[CH:12]=[CH:11]4)=[CH:11][CH:12]=3)[CH:4]=[N:3]1. The yield is 0.175. (3) The reactants are [OH:1][C@@H:2]1[CH2:6][CH2:5][N:4]([CH:7]2[CH2:12][CH2:11][N:10]([C:13]([O:15][C:16]([CH3:19])([CH3:18])[CH3:17])=[O:14])[CH2:9][CH2:8]2)[C:3]1=[O:20].C(N(CC)CC)C.[CH3:28][S:29](Cl)(=[O:31])=[O:30]. The catalyst is C1COCC1. The product is [CH3:28][S:29]([O:1][C@@H:2]1[CH2:6][CH2:5][N:4]([CH:7]2[CH2:8][CH2:9][N:10]([C:13]([O:15][C:16]([CH3:17])([CH3:19])[CH3:18])=[O:14])[CH2:11][CH2:12]2)[C:3]1=[O:20])(=[O:31])=[O:30]. The yield is 0.980.